This data is from Peptide-MHC class I binding affinity with 185,985 pairs from IEDB/IMGT. The task is: Regression. Given a peptide amino acid sequence and an MHC pseudo amino acid sequence, predict their binding affinity value. This is MHC class I binding data. (1) The peptide sequence is MTACGRIVV. The MHC is HLA-A23:01 with pseudo-sequence HLA-A23:01. The binding affinity (normalized) is 0.0847. (2) The peptide sequence is ATYHIIIVAL. The MHC is HLA-A02:01 with pseudo-sequence HLA-A02:01. The binding affinity (normalized) is 0.348.